This data is from Full USPTO retrosynthesis dataset with 1.9M reactions from patents (1976-2016). The task is: Predict the reactants needed to synthesize the given product. (1) Given the product [C:23]([NH2:6])(=[O:30])[C:24]1[CH:29]=[CH:28][CH:27]=[CH:26][CH:25]=1.[CH3:8][C@H:7]([NH2:6])[CH2:9][C:10]1[CH:11]=[CH:12][CH:13]=[CH:14][CH:15]=1, predict the reactants needed to synthesize it. The reactants are: S(O)(O)(=O)=O.[NH2:6][CH:7]([CH2:9][C:10]1[CH:15]=[CH:14][CH:13]=[CH:12][CH:11]=1)[CH3:8].CN1CCOCC1.[C:23](Cl)(=[O:30])[C:24]1[CH:29]=[CH:28][CH:27]=[CH:26][CH:25]=1.C(O)(C(F)(F)F)=O.O.C(O)(C(F)(F)F)=O.CC#N. (2) Given the product [NH:1]1[C:9]2[C:4](=[CH:5][CH:6]=[CH:7][CH:8]=2)[C:3]([C:10]([O:12][CH2:13][C:14]23[CH2:21][CH2:20][N:17]([CH2:18][CH2:19]2)[CH2:16][CH2:15]3)=[O:11])=[N:22]1, predict the reactants needed to synthesize it. The reactants are: [NH:1]1[C:9]2[C:4](=[CH:5][CH:6]=[CH:7][CH:8]=2)[C:3]([C:10]([O:12][CH2:13][C:14]23[CH2:21][CH2:20][N:17]([CH2:18][CH2:19]2)[CH2:16][CH2:15]3)=[O:11])=C1.[NH:22]1C2C(=CC=CC=2)C(C(Cl)=O)=N1.